Dataset: Catalyst prediction with 721,799 reactions and 888 catalyst types from USPTO. Task: Predict which catalyst facilitates the given reaction. (1) The catalyst class is: 5. Reactant: [CH3:1][O:2][CH2:3][CH2:4][N:5]1[CH:14]([C:15]2[S:16][CH:17]=[CH:18][CH:19]=2)[CH:13]([C:20]([NH:22][C:23]2[CH:32]=[CH:31][C:26]([C:27]([O:29]C)=[O:28])=[CH:25][CH:24]=2)=[O:21])[C:12]2[C:7](=[CH:8][CH:9]=[CH:10][CH:11]=2)[C:6]1=[O:33].[OH-].[Na+]. Product: [CH3:1][O:2][CH2:3][CH2:4][N:5]1[CH:14]([C:15]2[S:16][CH:17]=[CH:18][CH:19]=2)[CH:13]([C:20]([NH:22][C:23]2[CH:24]=[CH:25][C:26]([C:27]([OH:29])=[O:28])=[CH:31][CH:32]=2)=[O:21])[C:12]2[C:7](=[CH:8][CH:9]=[CH:10][CH:11]=2)[C:6]1=[O:33]. (2) Reactant: [NH2:1][C:2]1[CH:7]=[CH:6][C:5]([CH2:8][CH:9]([P:16](=[O:21])([O:19][CH3:20])[O:17][CH3:18])[P:10]([O:14][CH3:15])([O:12][CH3:13])=[O:11])=[CH:4][CH:3]=1.N1C=CC=CC=1.[Br:28][CH2:29][C:30](Br)=[O:31]. Product: [Br:28][CH2:29][C:30]([NH:1][C:2]1[CH:3]=[CH:4][C:5]([CH2:8][CH:9]([P:16](=[O:21])([O:19][CH3:20])[O:17][CH3:18])[P:10]([O:12][CH3:13])([O:14][CH3:15])=[O:11])=[CH:6][CH:7]=1)=[O:31]. The catalyst class is: 2. (3) Reactant: [F:1][C:2]1[CH:7]=[CH:6][C:5]([O:8][CH3:9])=[C:4]([N+:10]([O-])=O)[CH:3]=1. Product: [F:1][C:2]1[CH:7]=[CH:6][C:5]([O:8][CH3:9])=[C:4]([NH2:10])[CH:3]=1. The catalyst class is: 19. (4) Reactant: [Br:1][C:2]1[CH:7]=[CH:6][C:5]([CH2:8][CH2:9][C:10]([CH3:18])([S:14]([CH3:17])(=[O:16])=[O:15])[C:11]([OH:13])=O)=[C:4]([CH3:19])[CH:3]=1.[O:20]1[CH2:25][CH2:24][CH2:23][CH2:22][CH:21]1[O:26][NH2:27].O.ON1C2C=CC=CC=2N=N1.C(N(CC)CC)C.Cl.CN(C)CCCN=C=NCC. Product: [Br:1][C:2]1[CH:7]=[CH:6][C:5]([CH2:8][CH2:9][C:10]([CH3:18])([S:14]([CH3:17])(=[O:16])=[O:15])[C:11]([NH:27][O:26][CH:21]2[CH2:22][CH2:23][CH2:24][CH2:25][O:20]2)=[O:13])=[C:4]([CH3:19])[CH:3]=1. The catalyst class is: 46. (5) Product: [CH2:31]([O:30][C:28](=[O:29])[CH:27]([O:19][C:15]1[C:16]([CH3:18])=[N:17][N:10]2[C:9]([C:3]3[CH:4]=[CH:5][C:6]([Cl:8])=[CH:7][C:2]=3[Cl:1])=[C:13]([CH3:14])[O:12][C:11]=12)[CH2:33][CH2:34][CH3:35])[CH3:32]. The catalyst class is: 3. Reactant: [Cl:1][C:2]1[CH:7]=[C:6]([Cl:8])[CH:5]=[CH:4][C:3]=1[C:9]1[N:10]2[N:17]=[C:16]([CH3:18])[C:15]([OH:19])=[C:11]2[O:12][C:13]=1[CH3:14].C(=O)([O-])[O-].[Cs+].[Cs+].Br[CH:27]([CH2:33][CH2:34][CH3:35])[C:28]([O:30][CH2:31][CH3:32])=[O:29].C([O-])(O)=O.[Na+]. (6) Reactant: [F:1][C:2]([F:24])([F:23])[O:3][C:4]1[CH:5]=[C:6]([C:10]([C:12]2[CH:17]=[CH:16][CH:15]=[C:14]([O:18][C:19]([F:22])([F:21])[F:20])[CH:13]=2)=O)[CH:7]=[CH:8][CH:9]=1.[N+:25](CS(C1C=CC(C)=CC=1)(=O)=O)#[C-:26].C(O[K])(C)(C)C.O. Product: [F:1][C:2]([F:24])([F:23])[O:3][C:4]1[CH:5]=[C:6]([CH:10]([C:12]2[CH:17]=[CH:16][CH:15]=[C:14]([O:18][C:19]([F:22])([F:21])[F:20])[CH:13]=2)[C:26]#[N:25])[CH:7]=[CH:8][CH:9]=1. The catalyst class is: 57.